This data is from Forward reaction prediction with 1.9M reactions from USPTO patents (1976-2016). The task is: Predict the product of the given reaction. (1) Given the reactants [NH2:1][C:2]1[C:6]([C:7]([NH2:9])=[O:8])=[CH:5][CH:4]([C:10]2[CH:15]=[CH:14][C:13]([I:16])=[CH:12][C:11]=2[Cl:17])[C:3]=1C(O)=O.P(=O)(O)(O)O.[OH-].[Na+], predict the reaction product. The product is: [NH2:1][C:2]1[C:6]([C:7]([NH2:9])=[O:8])=[CH:5][CH:4]([C:10]2[CH:15]=[CH:14][C:13]([I:16])=[CH:12][C:11]=2[Cl:17])[CH:3]=1. (2) Given the reactants [C:1]([O:5][CH:6]([C:10]1[N:15]([CH3:16])[C:14](=[O:17])[C:13]2[NH:18][CH:19]=[CH:20][C:12]=2[C:11]=1[C:21]1[CH:26]=[CH:25][C:24]([CH3:27])=[CH:23][CH:22]=1)[C:7]([OH:9])=[O:8])([CH3:4])([CH3:3])[CH3:2].[Si](C=[N+]=[N-])(C)(C)[CH3:29], predict the reaction product. The product is: [C:1]([O:5][CH:6]([C:10]1[N:15]([CH3:16])[C:14](=[O:17])[C:13]2[NH:18][CH:19]=[CH:20][C:12]=2[C:11]=1[C:21]1[CH:22]=[CH:23][C:24]([CH3:27])=[CH:25][CH:26]=1)[C:7]([O:9][CH3:29])=[O:8])([CH3:4])([CH3:3])[CH3:2]. (3) The product is: [O:19]=[S:18]1(=[O:20])[CH2:17][CH2:16][CH2:15][N:1]1[C@H:2]([C:4]1[CH:13]=[CH:12][C:7]([C:8]([O:10][CH3:11])=[O:9])=[CH:6][CH:5]=1)[CH3:3]. Given the reactants [NH2:1][C@H:2]([C:4]1[CH:13]=[CH:12][C:7]([C:8]([O:10][CH3:11])=[O:9])=[CH:6][CH:5]=1)[CH3:3].Cl[CH2:15][CH2:16][CH2:17][S:18](Cl)(=[O:20])=[O:19], predict the reaction product. (4) Given the reactants Br[C@H:2]1[C@@H:7]([OH:8])[C@@H:6]([C@@H:9](CBr)O)[O:5][C:3]1=[O:4].[C@@H]1(N2C=C(C)C(=O)NC2=O)O[C@H](CO)[C@@H](O)C1.[Na].[Br:31]C[C@@H](O)[C@H]1OC(=O)C[C@H]1O, predict the reaction product. The product is: [Br:31][CH2:9][C@H:6]1[O:5][C:3](=[O:4])[CH2:2][C@H:7]1[OH:8]. (5) Given the reactants [Cl:1][C:2]1[CH:3]=[C:4]([Mg]Br)[CH:5]=[CH:6][CH:7]=1.C1COCC1.[CH2:15]([O:17][C:18](=[O:30])/[C:19](/[C:28]#[N:29])=[CH:20]\[C:21]1[CH:26]=[CH:25][CH:24]=[C:23]([Cl:27])[CH:22]=1)[CH3:16].Cl, predict the reaction product. The product is: [CH2:15]([O:17][C:18](=[O:30])[C:19]([C:28]#[N:29])=[C:20]([C:21]1[CH:26]=[CH:25][CH:24]=[C:23]([Cl:27])[CH:22]=1)[C:4]1[CH:5]=[CH:6][CH:7]=[C:2]([Cl:1])[CH:3]=1)[CH3:16]. (6) The product is: [ClH:35].[ClH:35].[ClH:35].[NH2:25][CH2:24][CH2:23][CH2:22][CH2:21][CH2:20][NH:13][CH2:14][CH2:15][CH2:16][CH2:17][CH2:18][NH2:19]. Given the reactants Br.C1(C)C=C(C)C=C(C)C=1S([N:13]([CH2:20][CH2:21][CH2:22][CH2:23][CH2:24][NH2:25])[CH2:14][CH2:15][CH2:16][CH2:17][CH2:18][NH2:19])(=O)=O.C1(O)C=CC=CC=1.C(Cl)(Cl)[Cl:35], predict the reaction product. (7) Given the reactants [NH2:1][C:2]1[C:11]2[C:6](=[CH:7][C:8]([C:12]#[N:13])=[CH:9][CH:10]=2)[CH:5]=[C:4]([CH3:14])[N:3]=1.CO.[ClH:17], predict the reaction product. The product is: [ClH:17].[NH2:1][C:2]1[C:11]2[C:6](=[CH:7][C:8]([CH2:12][NH2:13])=[CH:9][CH:10]=2)[CH:5]=[C:4]([CH3:14])[N:3]=1. (8) Given the reactants [OH:1][C:2]([CH:30]1[CH2:35][CH2:34][O:33][CH2:32][CH2:31]1)([CH:13]([CH:24]1[CH2:29][CH2:28][O:27][CH2:26][CH2:25]1)[C:14]([O:16]CC1C=CC=CC=1)=[O:15])[C:3]([O:5]CC1C=CC=CC=1)=[O:4].[H][H], predict the reaction product. The product is: [OH:1][C:2]([CH:30]1[CH2:35][CH2:34][O:33][CH2:32][CH2:31]1)([CH:13]([CH:24]1[CH2:25][CH2:26][O:27][CH2:28][CH2:29]1)[C:14]([OH:16])=[O:15])[C:3]([OH:5])=[O:4]. (9) Given the reactants [C:1]([NH:4][C:5]1[C:14]([Cl:15])=[CH:13][C:8]([C:9]([O:11][CH3:12])=[O:10])=[C:7](OS(C(F)(F)F)(=O)=O)[CH:6]=1)(=[O:3])[CH3:2].[CH3:24]B(O)O.C(Cl)Cl, predict the reaction product. The product is: [C:1]([NH:4][C:5]1[C:14]([Cl:15])=[CH:13][C:8]([C:9]([O:11][CH3:12])=[O:10])=[C:7]([CH3:24])[CH:6]=1)(=[O:3])[CH3:2]. (10) Given the reactants [C:1]([N:8]1[CH2:15][C:14](=[CH2:16])[CH2:13][C@H:9]1[C:10]([OH:12])=O)([O:3][C:4]([CH3:7])([CH3:6])[CH3:5])=[O:2].[F:17][C:18]([F:28])([F:27])[O:19][C:20]1[CH:21]=[C:22]([CH:24]=[CH:25][CH:26]=1)[NH2:23].CN(C(ON1N=NC2C=CC=CC1=2)=[N+](C)C)C.F[P-](F)(F)(F)(F)F.C(N(C(C)C)CC)(C)C, predict the reaction product. The product is: [C:4]([O:3][C:1]([N:8]1[CH2:15][C:14](=[CH2:16])[CH2:13][C@H:9]1[C:10](=[O:12])[NH:23][C:22]1[CH:24]=[CH:25][CH:26]=[C:20]([O:19][C:18]([F:17])([F:27])[F:28])[CH:21]=1)=[O:2])([CH3:5])([CH3:6])[CH3:7].